From a dataset of Forward reaction prediction with 1.9M reactions from USPTO patents (1976-2016). Predict the product of the given reaction. (1) Given the reactants [F:1][C:2]1[CH:7]=[C:6]([F:8])[CH:5]=[CH:4][C:3]=1[CH2:9][NH:10][C:11]([C:13]1[C:14](=[O:34])[C:15]([OH:33])=[C:16]2[C:30](=[O:31])[N:20]3[C@@H:21]([CH3:29])[CH2:22][CH2:23][N:24]([CH2:25][CH:26]([CH3:28])[CH3:27])[C@@H:19]3[CH2:18][N:17]2[CH:32]=1)=[O:12].N[C@@H:36]([CH3:44])[CH2:37][CH2:38]NCC(C)C.[C:45]([OH:48])(=O)[CH3:46].[Cl:49][CH2:50]Cl, predict the reaction product. The product is: [ClH:49].[ClH:49].[NH2:20][C@@H:21]([CH3:29])[CH2:22][CH2:23][NH:24][CH2:25][CH:26]([CH3:28])[CH3:27].[F:1][C:2]1[CH:7]=[C:6]([F:8])[CH:5]=[CH:4][C:3]=1[CH2:9][NH:10][C:11]([C:13]1[C:14](=[O:34])[C:15]([OH:33])=[C:16]2[C:30](=[O:31])[N:20]3[C@@H:21]([CH3:29])[CH2:22][CH2:23][N:24]([CH2:25][CH:26]([CH3:27])[CH3:28])[C@@H:19]3[CH2:18][N:17]2[CH:32]=1)=[O:12].[F:1][C:2]1[CH:7]=[C:6]([F:8])[CH:5]=[CH:4][C:3]=1[CH2:9][NH:10][C:11]([C:13]1[C:14](=[O:34])[C:15]([O:48][CH2:45][C:46]2[CH:44]=[CH:36][CH:37]=[CH:38][CH:50]=2)=[C:16]2[C:30](=[O:31])[N:20]3[C@@H:21]([CH3:29])[CH2:22][CH2:23][N:24]([CH2:25][CH:26]([CH3:28])[CH3:27])[C@@H:19]3[CH2:18][N:17]2[CH:32]=1)=[O:12]. (2) Given the reactants O1CCC(=O)C[CH2:2]1.[CH3:8][O:9][C:10](=[O:19])[C:11]1[CH:16]=[CH:15][C:14](N)=[C:13](I)[CH:12]=1.C1[N:25]2[CH2:26][CH2:27][N:22]([CH2:23][CH2:24]2)C1.[O-]S([O-])(=O)=O.[Mg+2], predict the reaction product. The product is: [CH2:24]1[C:23]2[NH:22][C:12]3[C:11]([C:10]([O:9][CH3:8])=[O:19])=[CH:16][CH2:15][CH2:14][C:13]=3[C:2]=2[CH:27]=[CH:26][NH:25]1. (3) Given the reactants CCN=C=NCCCN(C)C.Cl.C1C=CC2N(O)N=NC=2C=1.[CH3:23][C:24]([O:27][C:28]([NH:30][C@@H:31]([C:40]([OH:42])=O)[CH2:32][C:33]1[CH:38]=[CH:37][C:36]([Cl:39])=[CH:35][CH:34]=1)=[O:29])([CH3:26])[CH3:25].Cl.Cl.[Br:45][C:46]1[CH:47]=[C:48]2[C:53](=[CH:54][CH:55]=1)[N:52]=[CH:51][N:50]=[C:49]2[N:56]1[CH2:61][CH2:60][NH:59][CH2:58][CH2:57]1.C(N(CC)CC)C, predict the reaction product. The product is: [C:24]([O:27][C:28](=[O:29])[NH:30][CH:31]([CH2:32][C:33]1[CH:34]=[CH:35][C:36]([Cl:39])=[CH:37][CH:38]=1)[C:40]([N:59]1[CH2:60][CH2:61][N:56]([C:49]2[C:48]3[C:53](=[CH:54][CH:55]=[C:46]([Br:45])[CH:47]=3)[N:52]=[CH:51][N:50]=2)[CH2:57][CH2:58]1)=[O:42])([CH3:23])([CH3:25])[CH3:26]. (4) Given the reactants C1COC23OCCOC2([C@]2(CC[C@H]4[C@@H](CC(=C)[C@]5(O)[C@]4(C)CCCC5)[C@@H]2C3)C)[O:2]1.[C:30]([C@@H:32]1[CH:49]2[C@:44]([CH3:51])([CH2:45][CH2:46][C:47](=[O:50])[CH2:48]2)[C@@H:43]2[C@H:34]([C@H:35]3[C@@:39]([CH2:41][CH2:42]2)([CH3:40])[C:38](=[O:52])[CH2:37][CH2:36]3)[CH2:33]1)#N, predict the reaction product. The product is: [OH:2][C@:49]12[CH2:48][C:47](=[O:50])[CH2:46][CH2:45][C@:44]1([CH3:51])[C@@H:43]1[C@H:34]([C@H:35]3[C@@:39]([CH2:41][CH2:42]1)([CH3:40])[C:38](=[O:52])[CH2:37][CH2:36]3)[CH2:33][C:32]2=[CH2:30]. (5) The product is: [CH2:1]([O:3][C:4]([C:6]1([C:9]2[CH:10]=[CH:11][C:12]([C:15]3[CH:20]=[CH:19][C:18]([C:21]4[O:25][N:24]=[C:23]([CH3:26])[C:22]=4[NH:27][C:39]4[CH:40]=[CH:41][CH:42]=[C:37]([S:34]([C:28]5[CH:33]=[CH:32][CH:31]=[CH:30][CH:29]=5)(=[O:36])=[O:35])[N:38]=4)=[CH:17][CH:16]=3)=[CH:13][CH:14]=2)[CH2:8][CH2:7]1)=[O:5])[CH3:2]. Given the reactants [CH2:1]([O:3][C:4]([C:6]1([C:9]2[CH:14]=[CH:13][C:12]([C:15]3[CH:20]=[CH:19][C:18]([C:21]4[O:25][N:24]=[C:23]([CH3:26])[C:22]=4[NH2:27])=[CH:17][CH:16]=3)=[CH:11][CH:10]=2)[CH2:8][CH2:7]1)=[O:5])[CH3:2].[C:28]1([S:34]([C:37]2[CH:42]=[CH:41][CH:40]=[C:39](Br)[N:38]=2)(=[O:36])=[O:35])[CH:33]=[CH:32][CH:31]=[CH:30][CH:29]=1, predict the reaction product. (6) Given the reactants [Cl:1][C:2]1[CH:3]=[C:4]([C:9]2[C:21]([O:22][CH3:23])=[CH:20][C:12]([C:13]([NH:15][S:16]([CH3:19])(=[O:18])=[O:17])=[O:14])=[C:11]([F:24])[CH:10]=2)[CH:5]=[N:6][C:7]=1F.C([O-])([O-])=O.[Cs+].[Cs+].[CH3:31][C:32]1([CH2:35][OH:36])[CH2:34][CH2:33]1, predict the reaction product. The product is: [Cl:1][C:2]1[CH:3]=[C:4]([C:9]2[C:21]([O:22][CH3:23])=[CH:20][C:12]([C:13]([NH:15][S:16]([CH3:19])(=[O:18])=[O:17])=[O:14])=[C:11]([F:24])[CH:10]=2)[CH:5]=[N:6][C:7]=1[O:36][CH2:35][C:32]1([CH3:31])[CH2:34][CH2:33]1. (7) The product is: [S:1]1[C:5]2[CH:6]=[CH:7][CH:8]=[CH:9][C:4]=2[N:3]=[C:2]1[N:10]1[C:15](=[O:14])[CH:16]=[C:17]([C:19]2[S:20][CH:21]=[CH:22][C:23]=2[Br:24])[NH:11]1. Given the reactants [S:1]1[C:5]2[CH:6]=[CH:7][CH:8]=[CH:9][C:4]=2[N:3]=[C:2]1[NH:10][NH2:11].C([O:14][C:15](=O)[CH2:16][C:17]([C:19]1[S:20][CH:21]=[CH:22][C:23]=1[Br:24])=O)C, predict the reaction product. (8) Given the reactants [CH3:1][N:2]1[CH2:7][CH2:6][C:5](=[C:8]2[C:14]3[CH:15]=[CH:16][CH:17]=[CH:18][C:13]=3[CH2:12][O:11][C:10]3[CH:19]=[C:20]([C:23](O)=[O:24])[CH:21]=[CH:22][C:9]2=3)[CH2:4][CH2:3]1.[CH2:26]([NH:28]CC)[CH3:27], predict the reaction product. The product is: [CH2:26]([NH:28][C:23]([C:20]1[CH:21]=[CH:22][C:9]2[C:8](=[C:5]3[CH2:6][CH2:7][N:2]([CH3:1])[CH2:3][CH2:4]3)[C:14]3[CH:15]=[CH:16][CH:17]=[CH:18][C:13]=3[CH2:12][O:11][C:10]=2[CH:19]=1)=[O:24])[CH3:27]. (9) The product is: [F:16][C:15]([Si:2]([O:9][CH2:10][CH3:11])([O:6][CH2:7][CH3:8])[O:3][CH2:4][CH3:5])=[C:12]([F:14])[F:13]. Given the reactants Cl[Si:2]([O:9][CH2:10][CH3:11])([O:6][CH2:7][CH3:8])[O:3][CH2:4][CH3:5].[C:12](=[C:15]([Li])[F:16])([F:14])[F:13], predict the reaction product.